From a dataset of CYP1A2 inhibition data for predicting drug metabolism from PubChem BioAssay. Regression/Classification. Given a drug SMILES string, predict its absorption, distribution, metabolism, or excretion properties. Task type varies by dataset: regression for continuous measurements (e.g., permeability, clearance, half-life) or binary classification for categorical outcomes (e.g., BBB penetration, CYP inhibition). Dataset: cyp1a2_veith. The molecule is CCc1ccc(NC(=O)CSc2nc3cc(C(=O)OC)ccc3c(=O)n2Cc2ccco2)cc1. The result is 0 (non-inhibitor).